From a dataset of Forward reaction prediction with 1.9M reactions from USPTO patents (1976-2016). Predict the product of the given reaction. (1) Given the reactants Br[C:2]1[C:10]2[C:5](=[CH:6][CH:7]=[C:8]([O:11][Si:12]([C:15]([CH3:18])([CH3:17])[CH3:16])([CH3:14])[CH3:13])[CH:9]=2)[N:4]([Si:19]([C:22]([CH3:25])([CH3:24])[CH3:23])([CH3:21])[CH3:20])[CH:3]=1.I[CH2:27][CH2:28][CH2:29][CH3:30].C([Li])(C)(C)C, predict the reaction product. The product is: [CH2:27]([C:2]1[C:10]2[C:5](=[CH:6][CH:7]=[C:8]([O:11][Si:12]([C:15]([CH3:18])([CH3:17])[CH3:16])([CH3:14])[CH3:13])[CH:9]=2)[N:4]([Si:19]([C:22]([CH3:25])([CH3:24])[CH3:23])([CH3:21])[CH3:20])[CH:3]=1)[CH2:28][CH2:29][CH3:30]. (2) Given the reactants [C:1]([C:5]1[CH:6]=[C:7]([CH:41]=[CH:42][CH:43]=1)[CH2:8][N:9]1[C@@H:17]2[C@H:12]([C@H:13]([CH2:20][C:21]3[CH:26]=[C:25]([CH2:27][C@H:28]([OH:33])[C:29]([F:32])([F:31])[F:30])[C:24]([N:34]=CN(C)C)=[C:23]([F:39])[CH:22]=3)[CH2:14][S:15](=[O:19])(=[O:18])[CH2:16]2)[O:11]C1=O)([CH3:4])([CH3:3])[CH3:2].C([O-])([O-])=O.[K+].[K+], predict the reaction product. The product is: [NH2:34][C:24]1[C:25]([CH2:27][C@H:28]([OH:33])[C:29]([F:32])([F:30])[F:31])=[CH:26][C:21]([CH2:20][C@H:13]2[C@H:12]([OH:11])[C@@H:17]([NH:9][CH2:8][C:7]3[CH:41]=[CH:42][CH:43]=[C:5]([C:1]([CH3:3])([CH3:2])[CH3:4])[CH:6]=3)[CH2:16][S:15](=[O:19])(=[O:18])[CH2:14]2)=[CH:22][C:23]=1[F:39]. (3) Given the reactants [F:1][C:2]([F:21])([F:20])[C:3]1[CH:8]=[CH:7][C:6]([C:9]2[CH:14]=[C:13]([CH2:15][C:16]([O:18][CH3:19])=[O:17])[CH:12]=[CH:11][N:10]=2)=[CH:5][CH:4]=1.[ClH:22], predict the reaction product. The product is: [ClH:22].[F:20][C:2]([F:1])([F:21])[C:3]1[CH:4]=[CH:5][C:6]([CH:9]2[CH2:14][CH:13]([CH2:15][C:16]([O:18][CH3:19])=[O:17])[CH2:12][CH2:11][NH:10]2)=[CH:7][CH:8]=1. (4) Given the reactants Br[C:2]1[C:7]([N+:8]([O-:10])=[O:9])=[CH:6][CH:5]=[CH:4][C:3]=1[CH3:11].[CH3:12][C:13]([C:15]1[CH:20]=[CH:19][C:18]([NH2:21])=[CH:17][CH:16]=1)=[O:14].C(=O)([O-])[O-].[Cs+].[Cs+], predict the reaction product. The product is: [CH3:11][C:3]1[CH:4]=[CH:5][CH:6]=[C:7]([N+:8]([O-:10])=[O:9])[C:2]=1[NH:21][C:18]1[CH:19]=[CH:20][C:15]([C:13](=[O:14])[CH3:12])=[CH:16][CH:17]=1. (5) Given the reactants [CH2:1]([SH:8])[C:2]1[CH:7]=[CH:6][CH:5]=[CH:4][CH:3]=1.C([O-])([O-])=O.[K+].[K+].Br[CH2:16][CH2:17][CH2:18][C:19]1[NH:20][C:21](=[O:24])[NH:22][N:23]=1.O, predict the reaction product. The product is: [CH2:1]([S:8][CH2:16][CH2:17][CH2:18][C:19]1[NH:20][C:21](=[O:24])[NH:22][N:23]=1)[C:2]1[CH:7]=[CH:6][CH:5]=[CH:4][CH:3]=1. (6) Given the reactants [CH3:1][N:2]1[C:11]2[C:6](=[CH:7][C:8]([C:25]([F:28])([F:27])[F:26])=[C:9]([C:12]3[CH:13]=[CH:14][C:15]([C:18]([O:20]C(C)(C)C)=[O:19])=[N:16][CH:17]=3)[CH:10]=2)[NH:5][CH2:4][CH2:3]1.Br[C:30]1[C:34]2[CH2:35][N:36]([C:39](=[O:41])[CH3:40])[CH2:37][CH2:38][C:33]=2[N:32]([CH:42]2[CH2:47][CH2:46][O:45][CH2:44][CH2:43]2)[N:31]=1.[O-]P([O-])([O-])=O.[K+].[K+].[K+], predict the reaction product. The product is: [C:39]([N:36]1[CH2:37][CH2:38][C:33]2[N:32]([CH:42]3[CH2:47][CH2:46][O:45][CH2:44][CH2:43]3)[N:31]=[C:30]([N:5]3[C:6]4[C:11](=[CH:10][C:9]([C:12]5[CH:13]=[CH:14][C:15]([C:18]([OH:20])=[O:19])=[N:16][CH:17]=5)=[C:8]([C:25]([F:28])([F:26])[F:27])[CH:7]=4)[N:2]([CH3:1])[CH2:3][CH2:4]3)[C:34]=2[CH2:35]1)(=[O:41])[CH3:40].